Dataset: Forward reaction prediction with 1.9M reactions from USPTO patents (1976-2016). Task: Predict the product of the given reaction. Given the reactants [CH2:1]([O:8][C:9]1[C:10]([C:27]([O:29]C)=O)=[N:11][NH:12][C:13]=1[C:14]([N:16]([CH2:18][CH:19](O)[C:20]1[CH:25]=[CH:24][CH:23]=[CH:22][N:21]=1)[CH3:17])=[O:15])[C:2]1[CH:7]=[CH:6][CH:5]=[CH:4][CH:3]=1.Cl.[F:32][C:33]1[CH:40]=[CH:39][C:36]([CH2:37][NH2:38])=[C:35]([C:41]([NH:43][CH3:44])=[O:42])[CH:34]=1, predict the reaction product. The product is: [CH2:1]([O:8][C:9]1[C:10]([C:27]([NH:38][CH2:37][C:36]2[CH:39]=[CH:40][C:33]([F:32])=[CH:34][C:35]=2[C:41]([NH:43][CH3:44])=[O:42])=[O:29])=[N:11][N:12]2[CH:19]([C:20]3[CH:25]=[CH:24][CH:23]=[CH:22][N:21]=3)[CH2:18][N:16]([CH3:17])[C:14](=[O:15])[C:13]=12)[C:2]1[CH:7]=[CH:6][CH:5]=[CH:4][CH:3]=1.